From a dataset of Forward reaction prediction with 1.9M reactions from USPTO patents (1976-2016). Predict the product of the given reaction. Given the reactants FC(F)(F)C(O)=O.[Cl:8][C:9]1[CH:10]=[C:11]([NH:16][C:17]2[C:26]3[C:21](=[CH:22][C:23]([OH:29])=[C:24]([O:27][CH3:28])[CH:25]=3)[N:20]=[CH:19][N:18]=2)[CH:12]=[CH:13][C:14]=1[Cl:15].[CH3:30][C:31]([N:34](CCBr)C(=O)[O-])(C)C.C(=O)([O-])[O-].[K+].[K+].Cl, predict the reaction product. The product is: [ClH:8].[NH2:34][CH2:31][CH2:30][O:29][C:23]1[CH:22]=[C:21]2[C:26]([C:17]([NH:16][C:11]3[CH:12]=[CH:13][C:14]([Cl:15])=[C:9]([Cl:8])[CH:10]=3)=[N:18][CH:19]=[N:20]2)=[CH:25][C:24]=1[O:27][CH3:28].